From a dataset of Reaction yield outcomes from USPTO patents with 853,638 reactions. Predict the reaction yield, written as a fraction of the theoretical maximum amount of product (1.0 means a 100% yield; for example, 0.34 means a 34% yield). The reactants are [N+:1]([O-:4])(O)=[O:2].[F:5][C:6]1[CH:7]=[C:8]([OH:13])[CH:9]=[CH:10][C:11]=1[CH3:12]. The catalyst is ClCCl. The product is [F:5][C:6]1[C:11]([CH3:12])=[CH:10][C:9]([N+:1]([O-:4])=[O:2])=[C:8]([OH:13])[CH:7]=1. The yield is 0.670.